Dataset: Forward reaction prediction with 1.9M reactions from USPTO patents (1976-2016). Task: Predict the product of the given reaction. (1) Given the reactants [NH2:1][C:2]1[C:7]([N+:8]([O-:10])=[O:9])=[CH:6][CH:5]=[C:4](Cl)[N:3]=1.[Cl:12][C:13]1[CH:18]=[C:17]([Cl:19])[CH:16]=[CH:15][C:14]=1[C:20]1[C:25]([C:26]2[NH:27][CH:28]=[C:29]([CH3:31])[N:30]=2)=[CH:24][N:23]=[C:22]([NH:32][CH2:33][CH2:34][NH:35]C2N=CC(C#N)=CC=2)[N:21]=1, predict the reaction product. The product is: [NH2:1][C:2]1[N:3]=[C:4]([NH:35][CH2:34][CH2:33][NH:32][C:22]2[N:21]=[C:20]([C:14]3[CH:15]=[CH:16][C:17]([Cl:19])=[CH:18][C:13]=3[Cl:12])[C:25]([C:26]3[NH:27][CH:28]=[C:29]([CH3:31])[N:30]=3)=[CH:24][N:23]=2)[CH:5]=[CH:6][C:7]=1[N+:8]([O-:10])=[O:9]. (2) Given the reactants [Br:1][C:2]1[CH:7]=[C:6]([S:8]([CH3:11])(=[O:10])=[O:9])[CH:5]=[C:4]([N+:12]([O-])=O)[C:3]=1[OH:15].C(O)C, predict the reaction product. The product is: [NH2:12][C:4]1[CH:5]=[C:6]([S:8]([CH3:11])(=[O:10])=[O:9])[CH:7]=[C:2]([Br:1])[C:3]=1[OH:15]. (3) Given the reactants [NH2:1][C:2]1[CH:28]=[C:27]([O:29][CH3:30])[CH:26]=[CH:25][C:3]=1[NH:4][CH2:5][CH2:6][N:7]1[CH2:12][CH2:11][N:10]([C:13]2[CH:18]=[CH:17][C:16]([O:19][CH3:20])=[C:15]([C:21]([F:24])([F:23])[F:22])[CH:14]=2)[CH2:9][CH2:8]1.[C:31](N1C=CN=C1)(N1C=CN=C1)=[O:32], predict the reaction product. The product is: [CH3:30][O:29][C:27]1[CH:26]=[CH:25][C:3]2[N:4]([CH2:5][CH2:6][N:7]3[CH2:12][CH2:11][N:10]([C:13]4[CH:18]=[CH:17][C:16]([O:19][CH3:20])=[C:15]([C:21]([F:22])([F:24])[F:23])[CH:14]=4)[CH2:9][CH2:8]3)[C:31](=[O:32])[NH:1][C:2]=2[CH:28]=1. (4) Given the reactants [CH3:1][C:2]1[S:6][C:5]([NH:7]C(=O)OC(C)(C)C)=[CH:4][CH:3]=1.[C:15]([OH:21])([C:17]([F:20])([F:19])[F:18])=[O:16], predict the reaction product. The product is: [CH3:1][C:2]1[S:6][C:5]([NH2:7])=[CH:4][CH:3]=1.[F:18][C:17]([F:20])([F:19])[C:15]([OH:21])=[O:16]. (5) Given the reactants [CH3:1][S:2]([CH:5]([C:7]1[CH:8]=[CH:9][C:10]([C:13]([F:16])([F:15])[F:14])=[N:11][CH:12]=1)[CH3:6])(=[NH:4])=[O:3].[N:17]#[C:18]Br, predict the reaction product. The product is: [CH3:1][S:2](=[O:3])([CH:5]([C:7]1[CH:12]=[N:11][C:10]([C:13]([F:15])([F:16])[F:14])=[CH:9][CH:8]=1)[CH3:6])=[N:4][C:18]#[N:17]. (6) Given the reactants [C:1]([C:3]1[N:4]=[CH:5][C:6]2[CH2:11][N:10]([C:12]([O:14][C:15]([CH3:18])([CH3:17])[CH3:16])=[O:13])[CH2:9][C:7]=2[N:8]=1)#[N:2].[N:19]([Sn](C)(C)C)=[N+:20]=[N-:21], predict the reaction product. The product is: [NH:19]1[C:1]([C:3]2[N:4]=[CH:5][C:6]3[CH2:11][N:10]([C:12]([O:14][C:15]([CH3:18])([CH3:17])[CH3:16])=[O:13])[CH2:9][C:7]=3[N:8]=2)=[N:2][N:21]=[N:20]1. (7) Given the reactants [NH2:1][C:2]1[C:3]2[CH2:14][N:13]([C:15]([O:17][C:18]([CH3:21])([CH3:20])[CH3:19])=[O:16])[C:12]([CH3:23])([CH3:22])[C:4]=2[N:5]([C:7]([O:9][CH2:10][CH3:11])=[O:8])[N:6]=1.C(N(CC)C(C)C)(C)C.[F:33][C:34]1[CH:42]=[CH:41][C:37]([C:38](Cl)=[O:39])=[CH:36][CH:35]=1, predict the reaction product. The product is: [F:33][C:34]1[CH:42]=[CH:41][C:37]([C:38]([NH:1][C:2]2[C:3]3[CH2:14][N:13]([C:15]([O:17][C:18]([CH3:21])([CH3:20])[CH3:19])=[O:16])[C:12]([CH3:22])([CH3:23])[C:4]=3[N:5]([C:7]([O:9][CH2:10][CH3:11])=[O:8])[N:6]=2)=[O:39])=[CH:36][CH:35]=1. (8) Given the reactants C[O:2][C:3](=[O:23])[CH:4]([C:11]1[CH:16]=[CH:15][C:14]([C:17]2[CH:22]=[CH:21][CH:20]=[CH:19][CH:18]=2)=[CH:13][CH:12]=1)[CH2:5][CH:6]1[CH2:10][CH2:9][CH2:8][CH2:7]1.[CH3:24][NH:25][C:26]([NH2:28])=[O:27].C[O-].[Mg+2].C[O-].CO, predict the reaction product. The product is: [C:3]([O-:23])(=[O:2])[CH3:4].[C:14]1([C:17]2[CH:18]=[CH:19][CH:20]=[CH:21][CH:22]=2)[CH:15]=[CH:16][C:11]([CH:4]([CH2:5][CH:6]2[CH2:7][CH2:8][CH2:9][CH2:10]2)[C:3]([NH:28][C:26]([NH:25][CH3:24])=[O:27])=[O:23])=[CH:12][CH:13]=1.